Predict the reaction yield, written as a fraction of the theoretical maximum amount of product (1.0 means a 100% yield; for example, 0.34 means a 34% yield). From a dataset of Reaction yield outcomes from USPTO patents with 853,638 reactions. (1) The reactants are [C-]#N.[K+].C[NH:5][CH2:6][CH2:7]NC.BrC1[CH:12]=[C:13]([CH3:18])[CH:14]=[C:15]([CH3:17])[CH:16]=1.CCCCCCCCCCCC.N. The catalyst is C(OCC)(=O)C.[Cu]I.C1(C)C=CC=CC=1. The product is [CH3:18][C:13]1[CH:12]=[C:7]([CH:16]=[C:15]([CH3:17])[CH:14]=1)[C:6]#[N:5]. The yield is 0.150. (2) The reactants are Cl.[NH2:2][C:3]1[CH:8]=[C:7]([N:9]2[CH2:18][CH2:17][C:12]3(OCC[O:13]3)[CH2:11][CH2:10]2)[CH:6]=[CH:5][N:4]=1.C(=O)(O)[O-].[Na+]. The catalyst is CC(C)=O. The product is [NH2:2][C:3]1[CH:8]=[C:7]([N:9]2[CH2:18][CH2:17][C:12](=[O:13])[CH2:11][CH2:10]2)[CH:6]=[CH:5][N:4]=1. The yield is 0.790. (3) The reactants are [Cl:1][C:2]1[CH:7]=[CH:6][C:5]([CH2:8][NH:9][N:10]2[C:15](=[O:16])[C:14]3[CH:17]=[CH:18][N:19]=[CH:20][C:13]=3[N:12]=[C:11]2[C:21]2[CH:26]=[CH:25][C:24]([N+:27]([O-])=O)=[C:23]([CH3:30])[CH:22]=2)=[CH:4][CH:3]=1. The catalyst is C(O)C.C(OCC)(=O)C.[Pd]. The product is [NH2:27][C:24]1[CH:25]=[CH:26][C:21]([C:11]2[N:10]([NH:9][CH2:8][C:5]3[CH:6]=[CH:7][C:2]([Cl:1])=[CH:3][CH:4]=3)[C:15](=[O:16])[C:14]3[CH:17]=[CH:18][N:19]=[CH:20][C:13]=3[N:12]=2)=[CH:22][C:23]=1[CH3:30]. The yield is 0.870. (4) The reactants are CC1C=C(N2CCN(CCOC3C=CC=CC=3)C2=O)SC=1C(O)=O.[F:25][C:26]1[CH:47]=[CH:46][C:29]([CH2:30][N:31]2[CH2:35][CH2:34][N:33]([C:36]3[S:40][C:39]([C:41](O)=[O:42])=[C:38]([CH3:44])[CH:37]=3)[C:32]2=[O:45])=[CH:28][CH:27]=1.[Cl:48][C:49]1[N:54]=[CH:53][C:52]([CH2:55][NH2:56])=[CH:51][CH:50]=1. No catalyst specified. The product is [Cl:48][C:49]1[N:54]=[CH:53][C:52]([CH2:55][NH:56][C:41]([C:39]2[S:40][C:36]([N:33]3[CH2:34][CH2:35][N:31]([CH2:30][C:29]4[CH:28]=[CH:27][C:26]([F:25])=[CH:47][CH:46]=4)[C:32]3=[O:45])=[CH:37][C:38]=2[CH3:44])=[O:42])=[CH:51][CH:50]=1. The yield is 0.800. (5) The reactants are BrCCBr.Br[CH2:6][CH2:7][C:8]1[CH:13]=[CH:12][CH:11]=[C:10]([F:14])[C:9]=1[F:15]. The catalyst is CCOCC. The product is [CH2:7]([C:8]1[CH:13]=[CH:12][CH:11]=[C:10]([F:14])[C:9]=1[F:15])[CH3:6]. The yield is 0.760.